This data is from NCI-60 drug combinations with 297,098 pairs across 59 cell lines. The task is: Regression. Given two drug SMILES strings and cell line genomic features, predict the synergy score measuring deviation from expected non-interaction effect. (1) Drug 1: C1CCC(C1)C(CC#N)N2C=C(C=N2)C3=C4C=CNC4=NC=N3. Drug 2: CCC(=C(C1=CC=CC=C1)C2=CC=C(C=C2)OCCN(C)C)C3=CC=CC=C3.C(C(=O)O)C(CC(=O)O)(C(=O)O)O. Cell line: PC-3. Synergy scores: CSS=4.56, Synergy_ZIP=-0.0640, Synergy_Bliss=3.94, Synergy_Loewe=2.97, Synergy_HSA=2.31. (2) Drug 1: CC(C1=C(C=CC(=C1Cl)F)Cl)OC2=C(N=CC(=C2)C3=CN(N=C3)C4CCNCC4)N. Drug 2: C#CCC(CC1=CN=C2C(=N1)C(=NC(=N2)N)N)C3=CC=C(C=C3)C(=O)NC(CCC(=O)O)C(=O)O. Synergy scores: CSS=16.7, Synergy_ZIP=-8.63, Synergy_Bliss=-13.1, Synergy_Loewe=-28.9, Synergy_HSA=-12.1. Cell line: HCT116. (3) Cell line: SF-268. Drug 2: N.N.Cl[Pt+2]Cl. Drug 1: CC(C)CN1C=NC2=C1C3=CC=CC=C3N=C2N. Synergy scores: CSS=52.0, Synergy_ZIP=1.70, Synergy_Bliss=1.72, Synergy_Loewe=-0.0256, Synergy_HSA=0.248. (4) Drug 1: CN1CCC(CC1)COC2=C(C=C3C(=C2)N=CN=C3NC4=C(C=C(C=C4)Br)F)OC. Synergy scores: CSS=-0.267, Synergy_ZIP=-0.467, Synergy_Bliss=-0.608, Synergy_Loewe=-2.54, Synergy_HSA=-1.61. Cell line: HOP-62. Drug 2: CC1CCCC2(C(O2)CC(NC(=O)CC(C(C(=O)C(C1O)C)(C)C)O)C(=CC3=CSC(=N3)C)C)C. (5) Drug 1: CC1=C(C=C(C=C1)C(=O)NC2=CC(=CC(=C2)C(F)(F)F)N3C=C(N=C3)C)NC4=NC=CC(=N4)C5=CN=CC=C5. Drug 2: COCCOC1=C(C=C2C(=C1)C(=NC=N2)NC3=CC=CC(=C3)C#C)OCCOC.Cl. Cell line: OVCAR3. Synergy scores: CSS=10.6, Synergy_ZIP=1.28, Synergy_Bliss=-0.336, Synergy_Loewe=-4.69, Synergy_HSA=-2.42. (6) Drug 1: CN1C(=O)N2C=NC(=C2N=N1)C(=O)N. Synergy scores: CSS=70.4, Synergy_ZIP=19.1, Synergy_Bliss=-0.372, Synergy_Loewe=22.6, Synergy_HSA=-0.0533. Drug 2: C#CCC(CC1=CN=C2C(=N1)C(=NC(=N2)N)N)C3=CC=C(C=C3)C(=O)NC(CCC(=O)O)C(=O)O. Cell line: PC-3. (7) Drug 1: C(=O)(N)NO. Drug 2: N.N.Cl[Pt+2]Cl. Cell line: RXF 393. Synergy scores: CSS=5.59, Synergy_ZIP=-2.03, Synergy_Bliss=-6.56, Synergy_Loewe=-38.3, Synergy_HSA=-9.98. (8) Drug 1: C1=CC(=C2C(=C1NCCNCCO)C(=O)C3=C(C=CC(=C3C2=O)O)O)NCCNCCO. Drug 2: C(=O)(N)NO. Cell line: OVCAR-4. Synergy scores: CSS=24.7, Synergy_ZIP=-4.19, Synergy_Bliss=2.98, Synergy_Loewe=-87.7, Synergy_HSA=-0.932. (9) Drug 1: COC1=CC(=CC(=C1O)OC)C2C3C(COC3=O)C(C4=CC5=C(C=C24)OCO5)OC6C(C(C7C(O6)COC(O7)C8=CC=CS8)O)O. Drug 2: C1=CN(C=N1)CC(O)(P(=O)(O)O)P(=O)(O)O. Cell line: SR. Synergy scores: CSS=12.3, Synergy_ZIP=-31.1, Synergy_Bliss=-60.6, Synergy_Loewe=-84.9, Synergy_HSA=-58.2. (10) Drug 1: CCC(=C(C1=CC=CC=C1)C2=CC=C(C=C2)OCCN(C)C)C3=CC=CC=C3.C(C(=O)O)C(CC(=O)O)(C(=O)O)O. Drug 2: N.N.Cl[Pt+2]Cl. Cell line: NCI-H460. Synergy scores: CSS=42.7, Synergy_ZIP=0.670, Synergy_Bliss=1.43, Synergy_Loewe=-17.2, Synergy_HSA=2.02.